This data is from Forward reaction prediction with 1.9M reactions from USPTO patents (1976-2016). The task is: Predict the product of the given reaction. (1) Given the reactants [NH2:1][CH:2]([C:5]1[N:6]([C:15]2[CH:20]=[CH:19][CH:18]=[C:17]([O:21][CH3:22])[CH:16]=2)[C:7](=[O:14])[C:8]2[S:13][CH:12]=[CH:11][C:9]=2[N:10]=1)[CH2:3][CH3:4].Cl[C:24]1[N:32]=[CH:31][N:30]=[C:29]2[C:25]=1[N:26]=[CH:27][N:28]2[CH:33]1[CH2:38][CH2:37][CH2:36][CH2:35][O:34]1, predict the reaction product. The product is: [CH3:22][O:21][C:17]1[CH:16]=[C:15]([N:6]2[C:7](=[O:14])[C:8]3[S:13][CH:12]=[CH:11][C:9]=3[N:10]=[C:5]2[CH:2]([NH:1][C:24]2[N:32]=[CH:31][N:30]=[C:29]3[C:25]=2[N:26]=[CH:27][N:28]3[CH:33]2[CH2:38][CH2:37][CH2:36][CH2:35][O:34]2)[CH2:3][CH3:4])[CH:20]=[CH:19][CH:18]=1. (2) Given the reactants [C:1]([NH:4][C@@H:5]([CH2:37][C:38]1[CH:43]=[CH:42][CH:41]=[CH:40][CH:39]=1)[C:6]([NH:8][C@@H:9]([CH2:13][C:14]1[CH:19]=[CH:18][C:17]([N:20]2[CH2:24][C:23](=[O:25])[N:22]([CH2:26][C:27]3[CH:32]=[CH:31][C:30]([O:33][CH3:34])=[CH:29][CH:28]=3)[S:21]2(=[O:36])=[O:35])=[CH:16][CH:15]=1)[C:10](O)=[O:11])=[O:7])(=[O:3])[CH3:2].[C:44]([O:48][C:49](=[O:60])[CH2:50][C:51]1[CH:56]=[CH:55][C:54]([CH2:57][CH2:58][NH2:59])=[CH:53][CH:52]=1)([CH3:47])([CH3:46])[CH3:45].C1C=CC2N(O)N=NC=2C=1.CCN=C=NCCCN(C)C.Cl, predict the reaction product. The product is: [C:44]([O:48][C:49](=[O:60])[CH2:50][C:51]1[CH:52]=[CH:53][C:54]([CH2:57][CH2:58][NH:59][C:10](=[O:11])[C@@H:9]([NH:8][C:6](=[O:7])[C@@H:5]([NH:4][C:1](=[O:3])[CH3:2])[CH2:37][C:38]2[CH:39]=[CH:40][CH:41]=[CH:42][CH:43]=2)[CH2:13][C:14]2[CH:19]=[CH:18][C:17]([N:20]3[CH2:24][C:23](=[O:25])[N:22]([CH2:26][C:27]4[CH:32]=[CH:31][C:30]([O:33][CH3:34])=[CH:29][CH:28]=4)[S:21]3(=[O:36])=[O:35])=[CH:16][CH:15]=2)=[CH:55][CH:56]=1)([CH3:45])([CH3:47])[CH3:46].